From a dataset of Full USPTO retrosynthesis dataset with 1.9M reactions from patents (1976-2016). Predict the reactants needed to synthesize the given product. (1) Given the product [N:28]1[CH:33]=[CH:32][CH:31]=[CH:30][C:29]=1[CH:34]([NH:36][C:24]([C:21]1[O:22][C:23]2[C:15]([N:12]3[CH2:13][CH2:14][N:9]([CH2:8][CH2:7][C:2]4[CH:3]=[CH:4][CH:5]=[CH:6][N:1]=4)[CH2:10][CH2:11]3)=[CH:16][CH:17]=[CH:18][C:19]=2[CH:20]=1)=[O:26])[CH3:35], predict the reactants needed to synthesize it. The reactants are: [N:1]1[CH:6]=[CH:5][CH:4]=[CH:3][C:2]=1[CH2:7][CH2:8][N:9]1[CH2:14][CH2:13][N:12]([C:15]2[C:23]3[O:22][C:21]([C:24]([O-:26])=O)=[CH:20][C:19]=3[CH:18]=[CH:17][CH:16]=2)[CH2:11][CH2:10]1.[Li+].[N:28]1[CH:33]=[CH:32][CH:31]=[CH:30][C:29]=1[CH:34]([NH2:36])[CH3:35]. (2) Given the product [CH2:14]([O:21][C:22]([NH:24][CH:25]([CH2:29][CH2:30][P:31]([OH:33])([OH:34])=[O:32])[C:26]([O:28][CH2:1][C:2]1[CH:7]=[CH:6][CH:5]=[CH:4][CH:3]=1)=[O:27])=[O:23])[C:15]1[CH:20]=[CH:19][CH:18]=[CH:17][CH:16]=1, predict the reactants needed to synthesize it. The reactants are: [CH2:1](O)[C:2]1[CH:7]=[CH:6][CH:5]=[CH:4][CH:3]=1.S(Cl)(Cl)=O.[Na+].[CH2:14]([O:21][C:22]([NH:24][CH:25]([CH2:29][CH2:30][P:31]([OH:34])([OH:33])=[O:32])[C:26]([O-:28])=[O:27])=[O:23])[C:15]1[CH:20]=[CH:19][CH:18]=[CH:17][CH:16]=1.